Dataset: Forward reaction prediction with 1.9M reactions from USPTO patents (1976-2016). Task: Predict the product of the given reaction. (1) Given the reactants [N:1]1([C:10](=[O:32])/[CH:11]=[CH:12]/[C@@H:13]([NH:18][C:19]([C@@H:21]2[CH2:24][CH2:23][N:22]2C(OC(C)(C)C)=O)=[O:20])[CH2:14][CH:15]([CH3:17])[CH3:16])[C:9]2[C:4](=[CH:5][CH:6]=[CH:7][CH:8]=2)[CH2:3][CH2:2]1.[C:33]([OH:39])([C:35]([F:38])([F:37])[F:36])=[O:34], predict the reaction product. The product is: [F:36][C:35]([F:38])([F:37])[C:33]([OH:39])=[O:34].[N:1]1([C:10](=[O:32])/[CH:11]=[CH:12]/[C@@H:13]([NH:18][C:19]([C@@H:21]2[CH2:24][CH2:23][NH:22]2)=[O:20])[CH2:14][CH:15]([CH3:17])[CH3:16])[C:9]2[C:4](=[CH:5][CH:6]=[CH:7][CH:8]=2)[CH2:3][CH2:2]1. (2) Given the reactants [NH2:1][C:2]1[CH:6]=[CH:5][S:4][C:3]=1[C:7]([O:9][CH3:10])=[O:8].[C:11]1([S:17](Cl)(=[O:19])=[O:18])[CH:16]=[CH:15][CH:14]=[CH:13][CH:12]=1, predict the reaction product. The product is: [CH3:10][O:9][C:7]([C:3]1[S:4][CH:5]=[CH:6][C:2]=1[NH:1][S:17]([C:11]1[CH:16]=[CH:15][CH:14]=[CH:13][CH:12]=1)(=[O:19])=[O:18])=[O:8]. (3) Given the reactants C([N:8]1[CH2:13][CH2:12][CH:11]([N:14]2[CH2:19][CH2:18][N:17]([CH2:20][CH2:21][C:22]([O:24][CH2:25][CH3:26])=[O:23])[CH2:16][CH2:15]2)[CH2:10][CH2:9]1)C1C=CC=CC=1.[H][H], predict the reaction product. The product is: [NH:8]1[CH2:13][CH2:12][CH:11]([N:14]2[CH2:19][CH2:18][N:17]([CH2:20][CH2:21][C:22]([O:24][CH2:25][CH3:26])=[O:23])[CH2:16][CH2:15]2)[CH2:10][CH2:9]1. (4) The product is: [N:1]1[C:6]2[NH:7][CH:8]=[CH:9][C:5]=2[C:4]([N:10]2[CH2:14][CH2:13][C@@H:12]([N:15]([CH3:28])[C:16]3[CH:21]=[CH:20][C:19]([C:22]#[CH:23])=[CH:18][N:17]=3)[CH2:11]2)=[N:3][CH:2]=1. Given the reactants [N:1]1[C:6]2[NH:7][CH:8]=[CH:9][C:5]=2[C:4]([N:10]2[CH2:14][CH2:13][C@@H:12]([N:15]([CH3:28])[C:16]3[CH:21]=[CH:20][C:19]([C:22]#[C:23][Si](C)(C)C)=[CH:18][N:17]=3)[CH2:11]2)=[N:3][CH:2]=1.C([O-])([O-])=O.[K+].[K+], predict the reaction product.